From a dataset of Peptide-MHC class II binding affinity with 134,281 pairs from IEDB. Regression. Given a peptide amino acid sequence and an MHC pseudo amino acid sequence, predict their binding affinity value. This is MHC class II binding data. (1) The peptide sequence is EIYNMVKFRMIAGQE. The MHC is DRB5_0101 with pseudo-sequence DRB5_0101. The binding affinity (normalized) is 0.477. (2) The peptide sequence is GELQIVDKIDAAFKM. The MHC is DRB1_0404 with pseudo-sequence DRB1_0404. The binding affinity (normalized) is 0.292. (3) The peptide sequence is TFAATTNPWASLPG. The MHC is DRB1_0401 with pseudo-sequence DRB1_0401. The binding affinity (normalized) is 0.882.